Dataset: Forward reaction prediction with 1.9M reactions from USPTO patents (1976-2016). Task: Predict the product of the given reaction. (1) Given the reactants [CH3:1][N:2]1[CH2:6][CH2:5][CH2:4][C@@:3]1([CH3:10])[C:7]([OH:9])=O.[F:11][C:12]1[CH:13]=[CH:14][C:15]([NH:18][NH2:19])=[N:16][CH:17]=1.CCN(CC)CC.C1C=CC2N(O)N=NC=2C=1.O.CCN=C=NCCCN(C)C.Cl, predict the reaction product. The product is: [F:11][C:12]1[CH:13]=[CH:14][C:15]([NH:18][NH:19][C:7]([C@:3]2([CH3:10])[CH2:4][CH2:5][CH2:6][N:2]2[CH3:1])=[O:9])=[N:16][CH:17]=1. (2) Given the reactants Cl[C:2]1[N:7]=[CH:6][C:5]([CH2:8][C:9]([NH2:11])=[O:10])=[C:4]([NH:12][CH2:13][C:14]2[CH:19]=[C:18]([F:20])[CH:17]=[C:16]([F:21])[CH:15]=2)[CH:3]=1.O1CCN(C2C=CC(N)=C(N)C=2)CC1.[NH2:36][C:37]1[CH:42]=[C:41]([C:43]#[N:44])[CH:40]=[CH:39][C:38]=1[NH:45]C1N=CC(CC(N)=O)=C(NCC2C=C(F)C=C(F)C=2)C=1, predict the reaction product. The product is: [NH2:45][C:38]1[CH:39]=[CH:40][C:41]([C:43]#[N:44])=[CH:42][C:37]=1[NH:36][C:2]1[N:7]=[CH:6][C:5]([CH2:8][C:9]([NH2:11])=[O:10])=[C:4]([NH:12][CH2:13][C:14]2[CH:19]=[C:18]([F:20])[CH:17]=[C:16]([F:21])[CH:15]=2)[CH:3]=1. (3) Given the reactants FC1C=CC(C(Cl)=O)=CC=1.C(OC([N:18]1[CH2:23][CH2:22][CH:21]([N:24]([C:32](=[O:40])[C:33]2[CH:38]=[CH:37][C:36]([F:39])=[CH:35][CH:34]=2)[C:25]2[CH:30]=[CH:29][C:28]([CH3:31])=[CH:27][CH:26]=2)[CH2:20][CH2:19]1)=O)(C)(C)C.ClC1C=CC(N(C2CCNCC2)C(=O)C2C=CC=C(OC)C=2)=CC=1.[CH:65]12[O:71][CH:66]1[CH2:67][CH2:68][CH2:69][CH2:70]2, predict the reaction product. The product is: [F:39][C:36]1[CH:35]=[CH:34][C:33]([C:32]([N:24]([CH:21]2[CH2:20][CH2:19][N:18]([C@@H:66]3[CH2:67][CH2:68][CH2:69][CH2:70][C@H:65]3[OH:71])[CH2:23][CH2:22]2)[C:25]2[CH:26]=[CH:27][C:28]([CH3:31])=[CH:29][CH:30]=2)=[O:40])=[CH:38][CH:37]=1. (4) Given the reactants [Cl:1][C:2]1[CH:3]=[C:4]([OH:26])[CH:5]=[CH:6][C:7]=1[CH:8]([CH3:25])[C:9]([OH:24])([C:14]1[CH:15]=[N:16][C:17]2[C:22]([CH:23]=1)=[CH:21][CH:20]=[CH:19][CH:18]=2)[C:10]([F:13])([F:12])[F:11].[CH3:27][O:28][C:29](=[O:39])[CH2:30][C:31]1[CH:36]=[CH:35][C:34]([CH2:37]Br)=[CH:33][CH:32]=1, predict the reaction product. The product is: [CH3:27][O:28][C:29](=[O:39])[CH2:30][C:31]1[CH:32]=[CH:33][C:34]([CH2:37][O:26][C:4]2[CH:5]=[CH:6][C:7]([CH:8]([CH3:25])[C:9]([OH:24])([C:14]3[CH:15]=[N:16][C:17]4[C:22]([CH:23]=3)=[CH:21][CH:20]=[CH:19][CH:18]=4)[C:10]([F:11])([F:13])[F:12])=[C:2]([Cl:1])[CH:3]=2)=[CH:35][CH:36]=1.